This data is from Full USPTO retrosynthesis dataset with 1.9M reactions from patents (1976-2016). The task is: Predict the reactants needed to synthesize the given product. Given the product [S:4]1[CH2:5][CH2:6][N:1]([C:35]2[CH:36]=[C:37]([CH2:41][NH:42][C:43](=[O:49])[O:44][C:45]([CH3:47])([CH3:46])[CH3:48])[CH:38]=[CH:39][CH:40]=2)[CH2:2][CH2:3]1, predict the reactants needed to synthesize it. The reactants are: [NH:1]1[CH2:6][CH2:5][S:4][CH2:3][CH2:2]1.C(P(C(C)(C)C)C1C=CC=CC=1C1C=CC=CC=1)(C)(C)C.CC(C)([O-])C.[Na+].Br[C:35]1[CH:36]=[C:37]([CH2:41][NH:42][C:43](=[O:49])[O:44][C:45]([CH3:48])([CH3:47])[CH3:46])[CH:38]=[CH:39][CH:40]=1.